From a dataset of Full USPTO retrosynthesis dataset with 1.9M reactions from patents (1976-2016). Predict the reactants needed to synthesize the given product. (1) Given the product [C:1]([C:5]1[CH:6]=[CH:7][C:8]([CH3:20])=[C:9]([CH:19]=1)[O:10][C:11]1[S:12][CH:13]=[C:14]([C:16]([NH:21][C:22]2[C:27]([O:28][CH3:29])=[N:26][C:25]([NH:30][CH2:31][CH2:32][S:33](=[O:34])(=[O:35])[NH:36][CH:37]([CH3:39])[CH3:38])=[N:24][C:23]=2[O:40][CH3:41])=[O:18])[N:15]=1)([CH3:2])([CH3:3])[CH3:4], predict the reactants needed to synthesize it. The reactants are: [C:1]([C:5]1[CH:6]=[CH:7][C:8]([CH3:20])=[C:9]([CH:19]=1)[O:10][C:11]1[S:12][CH:13]=[C:14]([C:16]([OH:18])=O)[N:15]=1)([CH3:4])([CH3:3])[CH3:2].[NH2:21][C:22]1[C:23]([O:40][CH3:41])=[N:24][C:25]([NH:30][CH2:31][CH2:32][S:33]([NH:36][CH:37]([CH3:39])[CH3:38])(=[O:35])=[O:34])=[N:26][C:27]=1[O:28][CH3:29].C(N(CC)CC)C.CN(C(ON1N=NC2C=CC=CC1=2)=[N+](C)C)C.F[P-](F)(F)(F)(F)F.C(=O)(O)[O-].[Na+]. (2) Given the product [I:20][C:2]1[CH:3]=[C:4]([NH:9][C:10]2[N:15]=[C:14]([C:16]([F:19])([F:18])[F:17])[CH:13]=[CH:12][N:11]=2)[CH:5]=[C:6]([CH3:8])[CH:7]=1, predict the reactants needed to synthesize it. The reactants are: Br[C:2]1[CH:3]=[C:4]([NH:9][C:10]2[N:15]=[C:14]([C:16]([F:19])([F:18])[F:17])[CH:13]=[CH:12][N:11]=2)[CH:5]=[C:6]([CH3:8])[CH:7]=1.[I-:20].[Na+].C(O)CCCC.CNCCNC. (3) Given the product [CH3:31][NH:32][C:8]1[N:13]=[C:12]([C:14]2[CH:19]=[CH:18][CH:17]=[CH:16][C:15]=2[O:20][C:21]2[CH:26]=[CH:25][C:24]([N+:27]([O-:29])=[O:28])=[CH:23][CH:22]=2)[CH:11]=[CH:10][N:9]=1, predict the reactants needed to synthesize it. The reactants are: Cl.CN.CS([C:8]1[N:13]=[C:12]([C:14]2[CH:19]=[CH:18][CH:17]=[CH:16][C:15]=2[O:20][C:21]2[CH:26]=[CH:25][C:24]([N+:27]([O-:29])=[O:28])=[CH:23][CH:22]=2)[CH:11]=[CH:10][N:9]=1)(=O)=O.C[CH2:31][N:32](C(C)C)C(C)C. (4) Given the product [OH:23][CH2:22][CH2:21][N:20]([CH2:24][CH2:25][OH:26])[C:15]([CH:14]1[CH2:13][CH2:12][CH2:11][CH2:10][C:9]1([OH:16])[C:7](=[O:8])[C:6]1[CH:18]=[CH:19][C:3]([O:2][CH3:1])=[CH:4][CH:5]=1)=[O:17], predict the reactants needed to synthesize it. The reactants are: [CH3:1][O:2][C:3]1[CH:19]=[CH:18][C:6]([C:7]([C:9]23[O:16][C:15](=[O:17])[CH:14]2[CH2:13][CH2:12][CH2:11][CH2:10]3)=[O:8])=[CH:5][CH:4]=1.[NH:20]([CH2:24][CH2:25][OH:26])[CH2:21][CH2:22][OH:23].C(N(CC)C(C)C)(C)C.Cl. (5) Given the product [CH:1]1([CH:4]([C:11]2[CH:16]=[C:15]([O:17][CH2:18][C:19]3[CH:20]=[N:21][C:22]([C:32]4[CH:37]=[C:36]([O:38][CH3:39])[CH:35]=[CH:34][C:33]=4[F:40])=[C:23]([OH:25])[CH:24]=3)[N:14]=[CH:13][N:12]=2)[CH2:5][C:6]([O:8][CH2:9][CH3:10])=[O:7])[CH2:3][CH2:2]1, predict the reactants needed to synthesize it. The reactants are: [CH:1]1([CH:4]([C:11]2[CH:16]=[C:15]([O:17][CH2:18][C:19]3[CH:20]=[N:21][C:22]([C:32]4[CH:37]=[C:36]([O:38][CH3:39])[CH:35]=[CH:34][C:33]=4[F:40])=[C:23]([O:25]C4CCCCO4)[CH:24]=3)[N:14]=[CH:13][N:12]=2)[CH2:5][C:6]([O:8][CH2:9][CH3:10])=[O:7])[CH2:3][CH2:2]1.C1(C)C=CC(S([O-])(=O)=O)=CC=1.[NH+]1C=CC=CC=1.O. (6) Given the product [C:36]([C:29]1[C:30]([O:34][CH3:35])=[CH:31][CH:32]=[CH:33][C:28]=1[O:15][CH2:16][CH2:17][CH2:18][NH:19][C:20](=[O:26])[O:21][C:22]([CH3:23])([CH3:25])[CH3:24])(=[O:38])[CH3:37], predict the reactants needed to synthesize it. The reactants are: N(C(OC(C)C)=O)=NC(OC(C)C)=O.[OH:15][CH2:16][CH2:17][CH2:18][NH:19][C:20](=[O:26])[O:21][C:22]([CH3:25])([CH3:24])[CH3:23].O[C:28]1[CH:33]=[CH:32][CH:31]=[C:30]([O:34][CH3:35])[C:29]=1[C:36](=[O:38])[CH3:37].C1(P(C2C=CC=CC=2)C2C=CC=CC=2)C=CC=CC=1.